From a dataset of Forward reaction prediction with 1.9M reactions from USPTO patents (1976-2016). Predict the product of the given reaction. (1) Given the reactants [Cl-].[Ce+3].[Cl-].[Cl-].[CH:5]1([Mg]Br)[CH2:7][CH2:6]1.C1COCC1.[CH3:15][C@H:16]1[C:20](=[O:21])[CH2:19][CH2:18][N:17]1[C:22]([O:24][CH2:25][C:26]1[CH:31]=[CH:30][CH:29]=[CH:28][CH:27]=1)=[O:23], predict the reaction product. The product is: [CH:5]1([C@:20]2([OH:21])[CH2:19][CH2:18][N:17]([C:22]([O:24][CH2:25][C:26]3[CH:27]=[CH:28][CH:29]=[CH:30][CH:31]=3)=[O:23])[C@H:16]2[CH3:15])[CH2:7][CH2:6]1. (2) Given the reactants [CH3:1][C:2]1[NH:3][C:4]2[C:9]([CH:10]=1)=[CH:8][CH:7]=[CH:6][CH:5]=2.[H-].[Na+].Br[CH2:14][CH2:15][CH2:16][CH2:17][CH2:18][B:19]([OH:21])[OH:20], predict the reaction product. The product is: [CH3:1][C:2]1[N:3]([CH2:14][CH2:15][CH2:16][CH2:17][CH2:18][B:19]([OH:21])[OH:20])[C:4]2[C:9]([CH:10]=1)=[CH:8][CH:7]=[CH:6][CH:5]=2. (3) Given the reactants [C:1]([C:3]1[CH:14]=[CH:13][C:6]([O:7][C@H:8]([CH3:12])[C:9]([OH:11])=[O:10])=[CH:5][C:4]=1[F:15])#[N:2].[C:16](OC(O[C:16]([CH3:19])([CH3:18])[CH3:17])N(C)C)([CH3:19])([CH3:18])[CH3:17], predict the reaction product. The product is: [C:16]([O:10][C:9](=[O:11])[C@H:8]([O:7][C:6]1[CH:13]=[CH:14][C:3]([C:1]#[N:2])=[C:4]([F:15])[CH:5]=1)[CH3:12])([CH3:19])([CH3:18])[CH3:17]. (4) Given the reactants [C:1]1([N:7]2[C:11]3[CH:12]=[CH:13][C:14]([C:16]#[N:17])=[CH:15][C:10]=3[N:9]=[CH:8]2)[CH:6]=[CH:5][CH:4]=[CH:3][CH:2]=1.[I:18][CH3:19], predict the reaction product. The product is: [I-:18].[C:16]([C:14]1[CH:13]=[CH:12][C:11]2[N:7]([C:1]3[CH:6]=[CH:5][CH:4]=[CH:3][CH:2]=3)[CH:8]=[N+:9]([CH3:19])[C:10]=2[CH:15]=1)#[N:17]. (5) Given the reactants [CH3:1][C:2]([CH3:8])([C:5](=[O:7])[CH3:6])[C:3]#[N:4].[Cl:9][C:10]1[CH:17]=[CH:16][C:13]([CH:14]=O)=[CH:12][C:11]=1[O:18][CH3:19], predict the reaction product. The product is: [Cl:9][C:10]1[CH:17]=[CH:16][C:13]([CH:14]=[CH:6][C:5](=[O:7])[C:2]([CH3:8])([CH3:1])[C:3]#[N:4])=[CH:12][C:11]=1[O:18][CH3:19]. (6) The product is: [N:11]1([C:9]([NH2:10])=[O:21])[CH2:16][CH2:15][O:14][CH2:13][CH2:12]1. Given the reactants ClC1C=C(C=[CH:9][N:10]=1)C(O)=O.[NH:11]1[CH2:16][CH2:15][O:14][CH2:13][CH2:12]1.CCCP1(OP(CCC)(=O)OP(CCC)(=O)O1)=[O:21].C(=O)(O)[O-].[Na+], predict the reaction product. (7) Given the reactants [CH3:1][C:2]1[CH:7]=[CH:6][C:5]([N+:8]([O-])=O)=[CH:4][C:3]=1[O:11][CH3:12], predict the reaction product. The product is: [NH2:8][C:5]1[CH:6]=[CH:7][C:2]([CH3:1])=[C:3]([O:11][CH3:12])[CH:4]=1.